Task: Regression. Given two drug SMILES strings and cell line genomic features, predict the synergy score measuring deviation from expected non-interaction effect.. Dataset: NCI-60 drug combinations with 297,098 pairs across 59 cell lines (1) Drug 1: COC1=C(C=C2C(=C1)N=CN=C2NC3=CC(=C(C=C3)F)Cl)OCCCN4CCOCC4. Drug 2: CS(=O)(=O)OCCCCOS(=O)(=O)C. Cell line: A498. Synergy scores: CSS=32.2, Synergy_ZIP=2.01, Synergy_Bliss=4.95, Synergy_Loewe=-10.5, Synergy_HSA=6.69. (2) Drug 1: CS(=O)(=O)CCNCC1=CC=C(O1)C2=CC3=C(C=C2)N=CN=C3NC4=CC(=C(C=C4)OCC5=CC(=CC=C5)F)Cl. Drug 2: COCCOC1=C(C=C2C(=C1)C(=NC=N2)NC3=CC=CC(=C3)C#C)OCCOC.Cl. Cell line: UO-31. Synergy scores: CSS=12.1, Synergy_ZIP=-0.256, Synergy_Bliss=2.14, Synergy_Loewe=-2.73, Synergy_HSA=1.94. (3) Drug 1: C(CC(=O)O)C(=O)CN.Cl. Drug 2: CC1C(C(CC(O1)OC2CC(CC3=C2C(=C4C(=C3O)C(=O)C5=CC=CC=C5C4=O)O)(C(=O)C)O)N)O. Cell line: MDA-MB-231. Synergy scores: CSS=36.8, Synergy_ZIP=-5.85, Synergy_Bliss=-6.54, Synergy_Loewe=-4.17, Synergy_HSA=-3.74.